From a dataset of Forward reaction prediction with 1.9M reactions from USPTO patents (1976-2016). Predict the product of the given reaction. (1) Given the reactants [OH:1][C:2]1[CH:7]=[CH:6][N:5]=[C:4]([C:8]([OH:10])=[O:9])[CH:3]=1.C(=O)([O-])[O-].[K+].[K+].CO[C:19](=O)[CH:20]1[CH2:25][CH:24](I)CCN1.[OH-].[Li+], predict the reaction product. The product is: [CH2:19]([O:1][C:2]1[CH:7]=[CH:6][N:5]=[C:4]([C:8]([OH:10])=[O:9])[CH:3]=1)[CH2:20][CH2:25][CH3:24]. (2) Given the reactants [Cl-].[CH2:2]([N+:12]([CH2:15][CH2:16][CH2:17][CH2:18][CH2:19][CH2:20][CH2:21][CH2:22][CH2:23][CH3:24])([CH3:14])[CH3:13])[CH2:3][CH2:4][CH2:5][CH2:6][CH2:7][CH2:8][CH2:9][CH2:10][CH3:11].[Na+].[C:26]([O-:34])(=[O:33])[C:27]1[CH:32]=[CH:31][CH:30]=[CH:29][CH:28]=1, predict the reaction product. The product is: [C:26]([O-:34])(=[O:33])[C:27]1[CH:32]=[CH:31][CH:30]=[CH:29][CH:28]=1.[CH2:15]([N+:12]([CH2:2][CH2:3][CH2:4][CH2:5][CH2:6][CH2:7][CH2:8][CH2:9][CH2:10][CH3:11])([CH3:14])[CH3:13])[CH2:16][CH2:17][CH2:18][CH2:19][CH2:20][CH2:21][CH2:22][CH2:23][CH3:24]. (3) Given the reactants [C:1]([NH:4][C:5]([CH2:16][CH2:17][C:18]1[CH:23]=[CH:22][C:21]([O:24][C:25]2[CH:30]=[CH:29][C:28]([CH2:31][CH2:32][CH2:33][CH3:34])=[CH:27][CH:26]=2)=[CH:20][CH:19]=1)([C:11](OCC)=[O:12])[C:6](OCC)=[O:7])(=[O:3])[CH3:2].OP([O-])([O-])=O.[K+].[K+].[BH4-].[Na+].[OH-].[Na+], predict the reaction product. The product is: [CH2:31]([C:28]1[CH:29]=[CH:30][C:25]([O:24][C:21]2[CH:22]=[CH:23][C:18]([CH2:17][CH2:16][C:5]([NH:4][C:1](=[O:3])[CH3:2])([CH2:11][OH:12])[CH2:6][OH:7])=[CH:19][CH:20]=2)=[CH:26][CH:27]=1)[CH2:32][CH2:33][CH3:34]. (4) Given the reactants [CH3:1][O:2][C:3](=[O:15])[CH:4]([C:9]([CH2:13][CH3:14])([CH3:12])[CH2:10][CH3:11])C(OC)=O.[Li+].[Cl-].O, predict the reaction product. The product is: [CH3:1][O:2][C:3](=[O:15])[CH2:4][C:9]([CH2:13][CH3:14])([CH3:12])[CH2:10][CH3:11]. (5) Given the reactants [CH2:1]([O:8][C:9](=[O:44])[N:10]([C:12]1[CH:17]=[C:16]([CH2:18][C@H:19]([NH:33][S:34]([C:37]2[CH:42]=[CH:41][CH:40]=[CH:39][CH:38]=2)(=[O:36])=[O:35])[C:20](=[O:32])[NH:21][CH2:22][CH2:23][CH2:24][CH2:25][C:26]2[CH:31]=[CH:30][CH:29]=[CH:28][CH:27]=2)[CH:15]=[CH:14][C:13]=1[OH:43])[CH3:11])[C:2]1[CH:7]=[CH:6][CH:5]=[CH:4][CH:3]=1.C(=O)([O-])[O-].[K+].[K+].[CH2:51]([O:53][C:54](=[O:58])[CH:55](Br)[F:56])[CH3:52], predict the reaction product. The product is: [CH2:51]([O:53][C:54](=[O:58])[CH:55]([O:43][C:13]1[CH:14]=[CH:15][C:16]([CH2:18][C@H:19]([NH:33][S:34]([C:37]2[CH:38]=[CH:39][CH:40]=[CH:41][CH:42]=2)(=[O:36])=[O:35])[C:20](=[O:32])[NH:21][CH2:22][CH2:23][CH2:24][CH2:25][C:26]2[CH:27]=[CH:28][CH:29]=[CH:30][CH:31]=2)=[CH:17][C:12]=1[N:10]([C:9]([O:8][CH2:1][C:2]1[CH:7]=[CH:6][CH:5]=[CH:4][CH:3]=1)=[O:44])[CH3:11])[F:56])[CH3:52]. (6) Given the reactants [C:1]([O:5][C:6]([N:8]1[CH2:13][CH2:12][CH:11]([OH:14])[CH2:10][CH2:9]1)=[O:7])([CH3:4])([CH3:3])[CH3:2].C(N(CC)CC)C.[C:22](O[C:22](=[O:26])[C:23]([CH3:25])=[CH2:24])(=[O:26])[C:23]([CH3:25])=[CH2:24].O, predict the reaction product. The product is: [C:22]([O:14][CH:11]1[CH2:12][CH2:13][N:8]([C:6]([O:5][C:1]([CH3:4])([CH3:2])[CH3:3])=[O:7])[CH2:9][CH2:10]1)(=[O:26])[C:23]([CH3:25])=[CH2:24].